Dataset: Reaction yield outcomes from USPTO patents with 853,638 reactions. Task: Predict the reaction yield, written as a fraction of the theoretical maximum amount of product (1.0 means a 100% yield; for example, 0.34 means a 34% yield). (1) The reactants are [NH2:1][C:2]1[C:7]([O:8][C:9]2[CH:14]=[CH:13][C:12]([F:15])=[C:11]([F:16])[CH:10]=2)=[CH:6][C:5]([S:17][C:18]2[CH:23]=[CH:22][CH:21]=[CH:20][N:19]=2)=[CH:4][N:3]=1.Cl[C:25]1[CH:32]=[CH:31][C:28]([C:29]#[N:30])=[CH:27][N:26]=1.C(=O)([O-])[O-].[Cs+].[Cs+].C1(P(C2C=CC=CC=2)C2C3OC4C(=CC=CC=4P(C4C=CC=CC=4)C4C=CC=CC=4)C(C)(C)C=3C=CC=2)C=CC=CC=1.O.[Cl-].[NH4+]. The yield is 0.930. The catalyst is O1CCOCC1.ClCCl.CO.C(OCC)(=O)C. The product is [F:16][C:11]1[CH:10]=[C:9]([CH:14]=[CH:13][C:12]=1[F:15])[O:8][C:7]1[C:2]([NH:1][C:25]2[CH:32]=[CH:31][C:28]([C:29]#[N:30])=[CH:27][N:26]=2)=[N:3][CH:4]=[C:5]([S:17][C:18]2[CH:23]=[CH:22][CH:21]=[CH:20][N:19]=2)[CH:6]=1. (2) The reactants are Br[C:2]1[CH:11]=[CH:10][C:9]2[C:4](=[CH:5][C:6]([F:13])=[C:7]([F:12])[CH:8]=2)[C:3]=1[CH:14]=[O:15].[CH2:16]([Sn](CC)(CC)CC)[CH3:17].O. The catalyst is C1(C)C=CC=CC=1.C1C=CC([P]([Pd]([P](C2C=CC=CC=2)(C2C=CC=CC=2)C2C=CC=CC=2)([P](C2C=CC=CC=2)(C2C=CC=CC=2)C2C=CC=CC=2)[P](C2C=CC=CC=2)(C2C=CC=CC=2)C2C=CC=CC=2)(C2C=CC=CC=2)C2C=CC=CC=2)=CC=1. The product is [CH2:16]([C:2]1[CH:11]=[CH:10][C:9]2[C:4](=[CH:5][C:6]([F:13])=[C:7]([F:12])[CH:8]=2)[C:3]=1[CH:14]=[O:15])[CH3:17]. The yield is 0.550. (3) The reactants are [F:1][C:2]1[CH:3]=[CH:4][C:5]([N+:11]([O-:13])=[O:12])=[C:6]([CH:10]=1)[C:7]([OH:9])=O.[NH2:14][C:15]1[CH:20]=[CH:19][C:18]([Br:21])=[CH:17][N:16]=1.P(Cl)(Cl)(Cl)=O. The catalyst is N1C=CC=CC=1. The product is [Br:21][C:18]1[CH:19]=[CH:20][C:15]([NH:14][C:7]([C:6]2[CH:10]=[C:2]([F:1])[CH:3]=[CH:4][C:5]=2[N+:11]([O-:13])=[O:12])=[O:9])=[N:16][CH:17]=1. The yield is 0.680. (4) The reactants are Cl[C:2]1[C:7]([C:8]([F:11])([F:10])[F:9])=[CH:6][N:5]=[C:4]([NH:12][C:13]2[CH:27]=[CH:26][C:16]([CH2:17][CH2:18][CH:19]([PH:21](=[O:25])[O:22][CH2:23][CH3:24])[CH3:20])=[CH:15][C:14]=2[O:28][CH3:29])[N:3]=1.[NH2:30][C:31]1[C:32]([C:38]([NH:40][CH3:41])=[O:39])=[N:33][C:34]([Br:37])=[CH:35][CH:36]=1.C(O)(C(F)(F)F)=O. No catalyst specified. The product is [Br:37][C:34]1[N:33]=[C:32]([C:38](=[O:39])[NH:40][CH3:41])[C:31]([NH:30][C:2]2[C:7]([C:8]([F:11])([F:10])[F:9])=[CH:6][N:5]=[C:4]([NH:12][C:13]3[CH:27]=[CH:26][C:16]([CH2:17][CH2:18][CH:19]([PH:21](=[O:25])[O:22][CH2:23][CH3:24])[CH3:20])=[CH:15][C:14]=3[O:28][CH3:29])[N:3]=2)=[CH:36][CH:35]=1. The yield is 0.610. (5) The reactants are [CH3:1][C:2]1[C:16](=[O:17])[N:15]=[C:14]2[N:4]([C@@H:5]3[O:9][C@H:8]([CH2:10][OH:11])[C@@H:7]([OH:12])[C@@H:6]3[O:13]2)[CH:3]=1.[CH3:18][O:19][CH2:20][CH2:21][O:22]B([O:22][CH2:21][CH2:20][O:19][CH3:18])[O:22][CH2:21][CH2:20][O:19][CH3:18]. The catalyst is COCCO. The product is [CH3:18][O:19][CH2:20][CH2:21][O:22][C@@H:6]1[C@H:7]([OH:12])[C@@H:8]([CH2:10][OH:11])[O:9][C@H:5]1[N:4]1[CH:3]=[C:2]([CH3:1])[C:16](=[O:17])[NH:15][C:14]1=[O:13]. The yield is 0.630. (6) The reactants are [Br:1][C:2]1[CH:9]=[CH:8][C:5]([CH2:6][OH:7])=[CH:4][CH:3]=1.CN(C)C=O.[H-].[Na+].F[C:18]1[CH:23]=[C:22]([CH3:24])[CH:21]=[CH:20][N:19]=1. The catalyst is O. The product is [Br:1][C:2]1[CH:9]=[CH:8][C:5]([CH2:6][O:7][C:18]2[CH:23]=[C:22]([CH3:24])[CH:21]=[CH:20][N:19]=2)=[CH:4][CH:3]=1. The yield is 0.588. (7) The reactants are [ClH:1].Cl.[NH2:3][CH:4]1[CH2:9][CH2:8][N:7]([CH2:10][C@H:11]2[N:21]3[C:22]4[N:13]([C:14](=[O:24])[CH:15]=[N:16][C:17]=4[CH:18]=[CH:19][C:20]3=[O:23])[CH2:12]2)[CH2:6][CH2:5]1.C(N(CC)CC)C.[O:32]1[C:37]2=[CH:38][N:39]=[C:40]([CH:42]=O)[CH:41]=[C:36]2[CH2:35][CH2:34][CH2:33]1.C(O[BH-](OC(=O)C)OC(=O)C)(=O)C.[Na+].C(=O)(O)[O-].[Na+]. The catalyst is C(Cl)(Cl)Cl.CO.C(Cl)Cl.CO. The product is [ClH:1].[O:32]1[C:37]2=[CH:38][N:39]=[C:40]([CH2:42][NH:3][CH:4]3[CH2:9][CH2:8][N:7]([CH2:10][C@H:11]4[N:21]5[C:22]6[N:13]([C:14](=[O:24])[CH:15]=[N:16][C:17]=6[CH:18]=[CH:19][C:20]5=[O:23])[CH2:12]4)[CH2:6][CH2:5]3)[CH:41]=[C:36]2[CH2:35][CH2:34][CH2:33]1. The yield is 0.870. (8) The reactants are [OH:1][C:2]1[C:7]([C:8]([O:10]CC)=O)=[CH:6][N:5]=[C:4]2[N:13]([C:17]3[CH:22]=[CH:21][CH:20]=[CH:19][N:18]=3)[N:14]=[C:15]([CH3:16])[C:3]=12.[CH:23]1([NH2:29])[CH2:28][CH2:27][CH2:26][CH2:25][CH2:24]1.O. The catalyst is C1(C)C(C)=CC=CC=1.CN(C)S(=O)=O. The product is [CH:23]1([NH:29][C:8]([C:7]2[C:2]([OH:1])=[C:3]3[C:15]([CH3:16])=[N:14][N:13]([C:17]4[CH:22]=[CH:21][CH:20]=[CH:19][N:18]=4)[C:4]3=[N:5][CH:6]=2)=[O:10])[CH2:28][CH2:27][CH2:26][CH2:25][CH2:24]1. The yield is 0.100.